Dataset: Full USPTO retrosynthesis dataset with 1.9M reactions from patents (1976-2016). Task: Predict the reactants needed to synthesize the given product. (1) Given the product [CH3:14][N:15]([C@@H:28]1[CH2:32][CH2:31][N:30]([CH2:6][C:5]2[CH:8]=[CH:9][CH:10]=[CH:11][C:4]=2[O:3][C:2]([F:13])([F:12])[F:1])[CH2:29]1)[C:16]1[C:21]([C:22]([O:24][CH:25]([CH3:27])[CH3:26])=[O:23])=[CH:20][CH:19]=[CH:18][N:17]=1, predict the reactants needed to synthesize it. The reactants are: [F:1][C:2]([F:13])([F:12])[O:3][C:4]1[CH:11]=[CH:10][CH:9]=[CH:8][C:5]=1[CH:6]=O.[CH3:14][N:15]([C@@H:28]1[CH2:32][CH2:31][NH:30][CH2:29]1)[C:16]1[C:21]([C:22]([O:24][CH:25]([CH3:27])[CH3:26])=[O:23])=[CH:20][CH:19]=[CH:18][N:17]=1.C(O)(=O)C. (2) Given the product [O:30]=[CH:14][CH2:15][CH:16]([CH2:22][CH2:23][C:24]1[CH:25]=[CH:26][CH:27]=[CH:28][CH:29]=1)[C:17]([OH:19])=[O:18], predict the reactants needed to synthesize it. The reactants are: NC1C=CC(C2C=CC([C:14](=[O:30])[CH2:15][CH:16]([CH2:22][CH2:23][C:24]3[CH:29]=[CH:28][CH:27]=[CH:26][CH:25]=3)[C:17]([O:19]CC)=[O:18])=CC=2)=CC=1.C(S(Cl)(=O)=O)CCC.N1C=CC=CC=1.[OH-].[Na+].